Dataset: Catalyst prediction with 721,799 reactions and 888 catalyst types from USPTO. Task: Predict which catalyst facilitates the given reaction. Reactant: [CH2:1]([O:3][C:4]([C:6]1[S:10][C:9](Br)=[N:8][C:7]=1[CH:12]([CH3:14])[CH3:13])=[O:5])[CH3:2].[CH3:15][C:16]1[CH:17]=[C:18]([OH:31])[CH:19]=[CH:20][C:21]=1B1OC(C)(C)C(C)(C)O1.C([O-])([O-])=O.[K+].[K+]. Product: [CH2:1]([O:3][C:4]([C:6]1[S:10][C:9]([C:21]2[CH:20]=[CH:19][C:18]([OH:31])=[CH:17][C:16]=2[CH3:15])=[N:8][C:7]=1[CH:12]([CH3:14])[CH3:13])=[O:5])[CH3:2]. The catalyst class is: 38.